From a dataset of Catalyst prediction with 721,799 reactions and 888 catalyst types from USPTO. Predict which catalyst facilitates the given reaction. (1) Reactant: [C:1]([NH:4][C:5]1[CH:10]=[CH:9][CH:8]=[CH:7][C:6]=1[NH:11][C:12]1[C:13]([CH3:22])=[C:14]([CH:19]=[CH:20][CH:21]=1)[C:15](OC)=[O:16])(=O)[CH3:2].[H-].[Al+3].[Li+].[H-].[H-].[H-].O.O.O.O.O.O.O.O.O.O.[O-]S([O-])(=O)=O.[Na+].[Na+].C(OCC)(=O)C. Product: [CH3:22][C:13]1[C:12]([N:11]2[C:6]3[CH:7]=[CH:8][CH:9]=[CH:10][C:5]=3[N:4]=[C:1]2[CH3:2])=[CH:21][CH:20]=[CH:19][C:14]=1[CH2:15][OH:16]. The catalyst class is: 15. (2) Reactant: C1(C)C=CC(S(O)(=O)=O)=CC=1.[CH:12]1([O:17][C:18](=[O:29])[C@@H:19]([NH2:28])[CH2:20][C:21]2[CH:26]=[CH:25][C:24]([CH3:27])=[CH:23][CH:22]=2)[CH2:16][CH2:15][CH2:14][CH2:13]1.C(N(CC)CC)C.[C:37](Cl)(=[O:39])[CH3:38]. Product: [CH:12]1([O:17][C:18](=[O:29])[C@@H:19]([NH:28][C:37](=[O:39])[CH3:38])[CH2:20][C:21]2[CH:22]=[CH:23][C:24]([CH3:27])=[CH:25][CH:26]=2)[CH2:16][CH2:15][CH2:14][CH2:13]1. The catalyst class is: 4. (3) Reactant: [SH:1][C:2]1[N:10]=[CH:9][CH:8]=[CH:7][C:3]=1[C:4]([OH:6])=[O:5].[OH-].[Na+].I[CH2:14][CH2:15][CH2:16][CH3:17]. Product: [CH2:14]([S:1][C:2]1[N:10]=[CH:9][CH:8]=[CH:7][C:3]=1[C:4]([OH:6])=[O:5])[CH2:15][CH2:16][CH3:17]. The catalyst class is: 5. (4) Reactant: [CH3:1][C@@H:2]1[CH2:6][CH2:5][CH2:4][N:3]1[CH2:7][CH2:8][N:9]1[CH2:13][CH2:12][N:11]([CH:14]2[CH2:19][CH2:18][NH:17][CH2:16][CH2:15]2)[C:10]1=[C:20]([C:23]#[N:24])[C:21]#[N:22].C(=O)([O-])[O-].[K+].[K+].[CH:31](I)([CH3:33])[CH3:32].O. Product: [CH:31]([N:17]1[CH2:18][CH2:19][CH:14]([N:11]2[CH2:12][CH2:13][N:9]([CH2:8][CH2:7][N:3]3[CH2:4][CH2:5][CH2:6][C@H:2]3[CH3:1])[C:10]2=[C:20]([C:21]#[N:22])[C:23]#[N:24])[CH2:15][CH2:16]1)([CH3:33])[CH3:32]. The catalyst class is: 3. (5) Reactant: [NH2:1][C:2]1[CH:16]=[CH:15][C:5]2[C:6](=[O:14])[NH:7][C:8]3[C:13]([C:4]=2[CH:3]=1)=[CH:12][CH:11]=[CH:10][N:9]=3.Br[CH2:18][C:19]1[CH:20]=[C:21]([CH:26]=[CH:27][CH:28]=1)[C:22]([O:24][CH3:25])=[O:23].C([O-])([O-])=O.[Cs+].[Cs+]. Product: [O:14]=[C:6]1[C:5]2[CH:15]=[CH:16][C:2]([NH:1][CH2:18][C:19]3[CH:20]=[C:21]([CH:26]=[CH:27][CH:28]=3)[C:22]([O:24][CH3:25])=[O:23])=[CH:3][C:4]=2[C:13]2[C:8](=[N:9][CH:10]=[CH:11][CH:12]=2)[NH:7]1. The catalyst class is: 3. (6) The catalyst class is: 23. Reactant: CN(C)[CH:3]=[CH:4][C:5]([C:7]1[S:11][C:10]([N:12]=CN(C)C)=[N:9][C:8]=1[CH3:17])=O.[NH:19]([C:23]1[CH:28]=[CH:27][C:26]([S:29]([NH:32][CH2:33][CH2:34][OH:35])(=[O:31])=[O:30])=[CH:25][CH:24]=1)[C:20]([NH2:22])=[NH:21]. Product: [NH2:12][C:10]1[S:11][C:7]([C:5]2[CH:4]=[CH:3][N:22]=[C:20]([NH:19][C:23]3[CH:24]=[CH:25][C:26]([S:29]([NH:32][CH2:33][CH2:34][OH:35])(=[O:31])=[O:30])=[CH:27][CH:28]=3)[N:21]=2)=[C:8]([CH3:17])[N:9]=1.